Dataset: Full USPTO retrosynthesis dataset with 1.9M reactions from patents (1976-2016). Task: Predict the reactants needed to synthesize the given product. (1) Given the product [NH2:21][CH2:20][CH2:19][CH2:18][N:17]([CH2:16][CH2:15][CH2:14][N:13]([CH2:26][C:27]1[CH:32]=[CH:31][CH:30]=[CH:29][CH:28]=1)[CH2:12][CH2:11][CH2:10][N:5]([CH2:6][CH2:7][CH2:8][NH2:9])[CH2:4][CH2:3][CH2:1][NH2:2])[CH2:22][CH2:23][CH2:24][NH2:25], predict the reactants needed to synthesize it. The reactants are: [C:1]([CH2:3][CH2:4][N:5]([CH2:10][CH2:11][CH2:12][N:13]([CH2:26][C:27]1[CH:32]=[CH:31][CH:30]=[CH:29][CH:28]=1)[CH2:14][CH2:15][CH2:16][N:17]([CH2:22][CH2:23][C:24]#[N:25])[CH2:18][CH2:19][C:20]#[N:21])[CH2:6][CH2:7][C:8]#[N:9])#[N:2].[H][H]. (2) Given the product [CH3:24][C:18]1([N:15]2[CH2:14][CH2:13][C:12]3([C:11]4[C:6](=[CH:7][CH:8]=[CH:9][CH:10]=4)[CH2:5][N:4]([C:1](=[O:3])[CH3:2])[CH2:26]3)[CH2:17][CH2:16]2)[CH2:19][CH2:20][CH2:21][CH2:22][CH2:23]1, predict the reactants needed to synthesize it. The reactants are: [C:1]([N:4]1[CH2:26][C:12]2([CH2:17][CH2:16][N:15]([C:18]3([C:24]#N)[CH2:23][CH2:22][CH2:21][CH2:20][CH2:19]3)[CH2:14][CH2:13]2)[C:11]2[C:6](=[CH:7][CH:8]=[CH:9][CH:10]=2)[CH2:5]1)(=[O:3])[CH3:2].C[Mg]Br. (3) Given the product [ClH:28].[Br:19][C:15]1[N:14]=[C:13]([N:10]2[CH2:11][CH2:12][C@H:8]([NH2:7])[CH2:9]2)[CH:18]=[CH:17][CH:16]=1, predict the reactants needed to synthesize it. The reactants are: C(OC(=O)[NH:7][C@H:8]1[CH2:12][CH2:11][N:10]([C:13]2[CH:18]=[CH:17][CH:16]=[C:15]([Br:19])[N:14]=2)[CH2:9]1)(C)(C)C.FC(F)(F)C(O)=O.[Cl:28]CCl. (4) The reactants are: [OH:1][CH2:2][CH:3]1[CH2:8][CH2:7][N:6]([C:9]([O:11][C:12]([CH3:15])([CH3:14])[CH3:13])=[O:10])[CH2:5][CH2:4]1.C(N(CC)CC)C.[CH3:23][S:24](Cl)(=[O:26])=[O:25].O. Given the product [CH3:23][S:24]([O:1][CH2:2][CH:3]1[CH2:8][CH2:7][N:6]([C:9]([O:11][C:12]([CH3:15])([CH3:14])[CH3:13])=[O:10])[CH2:5][CH2:4]1)(=[O:26])=[O:25], predict the reactants needed to synthesize it. (5) Given the product [O:1]1[CH2:2][CH2:3][N:4]([C:7]2[O:12][C:11]3[C:13]([C:16]4[NH:17][CH:18]=[CH:19][CH:20]=4)=[CH:14][S:15][C:10]=3[C:9](=[O:28])[CH:8]=2)[CH2:5][CH2:6]1, predict the reactants needed to synthesize it. The reactants are: [O:1]1[CH2:6][CH2:5][N:4]([C:7]2[O:12][C:11]3[C:13]([C:16]4[N:17](C(OC(C)(C)C)=O)[CH:18]=[CH:19][CH:20]=4)=[CH:14][S:15][C:10]=3[C:9](=[O:28])[CH:8]=2)[CH2:3][CH2:2]1. (6) Given the product [CH3:24][O:27][C:8]1[C:7]([O:9][CH3:23])=[C:6]([CH:5]=[CH:4][CH:3]=1)[C:10]([C:12]1[CH:13]=[CH:14][CH:15]=[CH:16][CH:17]=1)=[O:11], predict the reactants needed to synthesize it. The reactants are: CO[C:3]1[CH:8]=[C:7]([OH:9])[C:6]([C:10]([C:12]2[CH:17]=[CH:16][CH:15]=[CH:14][CH:13]=2)=[O:11])=[CH:5][C:4]=1S(O)(=O)=O.I[CH3:23].[C:24](=[O:27])([O-])[O-].[K+].[K+]. (7) Given the product [CH2:11]([C@H:10]([NH:18][C:19](=[O:29])[O:20][C@@H:21]1[C@H:28]2[C@H:24]([O:25][CH2:26][CH2:27]2)[O:23][CH2:22]1)[C@H:9]([OH:30])[CH2:8][N:7]([CH2:6][C:5]([CH3:43])([CH3:42])[CH2:4][CH2:3][CH2:2][NH:1][C:54]([O:56][CH3:57])=[O:55])[S:31]([C:34]1[CH:39]=[CH:38][CH:37]=[C:36]([NH:40][CH3:41])[CH:35]=1)(=[O:33])=[O:32])[C:12]1[CH:17]=[CH:16][CH:15]=[CH:14][CH:13]=1, predict the reactants needed to synthesize it. The reactants are: [NH2:1][CH2:2][CH2:3][CH2:4][C:5]([CH3:43])([CH3:42])[CH2:6][N:7]([S:31]([C:34]1[CH:39]=[CH:38][CH:37]=[C:36]([NH:40][CH3:41])[CH:35]=1)(=[O:33])=[O:32])[CH2:8][C@@H:9]([OH:30])[C@@H:10]([NH:18][C:19](=[O:29])[O:20][C@@H:21]1[C@H:28]2[C@H:24]([O:25][CH2:26][CH2:27]2)[O:23][CH2:22]1)[CH2:11][C:12]1[CH:17]=[CH:16][CH:15]=[CH:14][CH:13]=1.C(N(CC)C(C)C)(C)C.Cl[C:54]([O:56][CH3:57])=[O:55].